This data is from Full USPTO retrosynthesis dataset with 1.9M reactions from patents (1976-2016). The task is: Predict the reactants needed to synthesize the given product. (1) Given the product [Cl:1][C:2]1[CH:24]=[CH:23][C:5]2[NH:6][C:7](=[O:22])[CH2:8][CH:9]3[CH2:14][NH:13][CH2:12][CH2:11][N:10]3[C:4]=2[CH:3]=1, predict the reactants needed to synthesize it. The reactants are: [Cl:1][C:2]1[CH:24]=[CH:23][C:5]2[NH:6][C:7](=[O:22])[CH2:8][CH:9]3[CH2:14][N:13](C(OC(C)(C)C)=O)[CH2:12][CH2:11][N:10]3[C:4]=2[CH:3]=1.Cl. (2) Given the product [C:25]([N:15]1[CH2:16][CH2:17][CH:12]([NH:11][C:9]([NH:8][C:4]2[CH:5]=[CH:6][CH:7]=[C:2]([F:1])[CH:3]=2)=[O:10])[CH2:13][CH2:14]1)(=[O:27])[CH3:26], predict the reactants needed to synthesize it. The reactants are: [F:1][C:2]1[CH:3]=[C:4]([NH:8][C:9]([NH:11][CH:12]2[CH2:17][CH2:16][NH:15][CH2:14][CH2:13]2)=[O:10])[CH:5]=[CH:6][CH:7]=1.C(N(CC)CC)C.[C:25](Cl)(=[O:27])[CH3:26].O. (3) Given the product [CH2:25]([O:27][CH:28]([O:31][CH2:32][CH3:33])[C:29]1[N:3]=[N:2][N:1]([CH2:4][CH2:5][NH:6][C:7](=[O:11])[CH2:8][O:9][CH3:10])[CH:30]=1)[CH3:26], predict the reactants needed to synthesize it. The reactants are: [N:1]([CH2:4][CH2:5][NH:6][C:7](=[O:11])[CH2:8][O:9][CH3:10])=[N+:2]=[N-:3].O=C1O[C@H]([C@H](CO)O)C([O-])=C1O.[Na+].[CH2:25]([O:27][CH:28]([O:31][CH2:32][CH3:33])[C:29]#[CH:30])[CH3:26].C(O)(C)(C)C. (4) Given the product [CH3:1][O:2][C:3]1[CH:4]=[C:5]2[C:9](=[CH:10][CH:11]=1)[N:8]([CH2:24][C:19]1[CH:18]=[CH:23][CH:22]=[CH:21][N:20]=1)[C:7]([CH3:12])=[CH:6]2, predict the reactants needed to synthesize it. The reactants are: [CH3:1][O:2][C:3]1[CH:4]=[C:5]2[C:9](=[CH:10][CH:11]=1)[NH:8][C:7]([CH3:12])=[CH:6]2.[H-].[Na+].Br.BrC[C:18]1[CH:19]=[N:20][CH:21]=[CH:22][CH:23]=1.[CH3:24]N(C)C=O. (5) Given the product [Br:13][C:14]1[CH:19]=[C:18]([CH:24]=[O:25])[C:17]([Cl:20])=[CH:16][N:15]=1, predict the reactants needed to synthesize it. The reactants are: C(NC(C)C)(C)C.[Li]CCCC.[Br:13][C:14]1[CH:19]=[CH:18][C:17]([Cl:20])=[CH:16][N:15]=1.CN([CH:24]=[O:25])C.[OH-].[Na+]. (6) The reactants are: [CH3:1][C:2]1[N:3]([C:7]2[CH:8]=[C:9]([OH:13])[CH:10]=[CH:11][CH:12]=2)[CH:4]=[CH:5][N:6]=1.[Cl:14][C:15]1[CH:16]=[C:17]([N+:22]([O-:24])=[O:23])[CH:18]=[CH:19][C:20]=1F.C(=O)([O-])[O-].[K+].[K+]. Given the product [Cl:14][C:15]1[CH:16]=[C:17]([N+:22]([O-:24])=[O:23])[CH:18]=[CH:19][C:20]=1[O:13][C:9]1[CH:8]=[C:7]([N:3]2[CH:4]=[CH:5][N:6]=[C:2]2[CH3:1])[CH:12]=[CH:11][CH:10]=1, predict the reactants needed to synthesize it. (7) Given the product [CH2:1]([N:3]1[CH2:8][CH2:7][CH2:6][C@@H:5]([O:9][C:10]2[C:18]3[C:17]4[CH:19]=[C:20]([C:23]#[N:24])[N:21]=[CH:22][C:16]=4[NH:15][C:14]=3[N:13]=[CH:12][CH:11]=2)[CH2:4]1)[CH3:2], predict the reactants needed to synthesize it. The reactants are: [CH2:1]([N:3]1[CH2:8][CH2:7][CH2:6][C@@H:5]([O:9][C:10]2[C:18]3[C:17]4[CH:19]=[C:20]([C:23]#[N:24])[N:21]=[CH:22][C:16]=4[N:15](COCC[Si](C)(C)C)[C:14]=3[N:13]=[CH:12][CH:11]=2)[CH2:4]1)[CH3:2].Br.[OH-].[Na+].Cl.